From a dataset of Full USPTO retrosynthesis dataset with 1.9M reactions from patents (1976-2016). Predict the reactants needed to synthesize the given product. Given the product [NH2:12][C:13]1[C:18]([C:19]#[N:20])=[C:17]([O:1][CH2:2][CH2:3][N:4]2[CH2:9][CH2:8][O:7][CH2:6][CH2:5]2)[CH:16]=[CH:15][CH:14]=1, predict the reactants needed to synthesize it. The reactants are: [OH:1][CH2:2][CH2:3][N:4]1[CH2:9][CH2:8][O:7][CH2:6][CH2:5]1.[H-].[Na+].[NH2:12][C:13]1[C:18]([C:19]#[N:20])=[C:17](F)[CH:16]=[CH:15][CH:14]=1.O.